Dataset: Catalyst prediction with 721,799 reactions and 888 catalyst types from USPTO. Task: Predict which catalyst facilitates the given reaction. (1) Reactant: C(OC([NH:8][C:9]([N:18]1[CH2:27][CH2:26][C:25]2[C:20](=[CH:21][C:22]([O:28][CH2:29][CH:30]3[CH2:35][CH2:34][NH:33][CH2:32][CH2:31]3)=[CH:23][CH:24]=2)[CH2:19]1)=[N:10]C(OC(C)(C)C)=O)=O)(C)(C)C.[OH-].[Na+].[ClH:38].[N:39]1[CH:44]=[CH:43][C:42]([CH2:45][Cl:46])=[CH:41][CH:40]=1.O. Product: [ClH:46].[ClH:38].[ClH:46].[N:39]1[CH:44]=[CH:43][C:42]([CH2:45][N:33]2[CH2:34][CH2:35][CH:30]([CH2:29][O:28][C:22]3[CH:21]=[C:20]4[C:25]([CH2:26][CH2:27][N:18]([C:9]([NH2:8])=[NH:10])[CH2:19]4)=[CH:24][CH:23]=3)[CH2:31][CH2:32]2)=[CH:41][CH:40]=1. The catalyst class is: 213. (2) Reactant: [C:1]([C:3]1[CH:4]=[C:5]([CH:36]=[CH:37][CH:38]=1)[CH2:6][N:7]([C:29]1[CH:34]=[CH:33][C:32]([OH:35])=[CH:31][CH:30]=1)[CH:8]1[CH2:13][CH2:12][N:11]([CH:14]([CH3:28])[CH2:15][CH2:16][NH:17][C:18](=[O:27])[C:19]2[C:24]([CH3:25])=[CH:23][CH:22]=[CH:21][C:20]=2[CH3:26])[CH2:10][CH2:9]1)#[N:2].CCN(CC)CC.[C:46](OC(=O)C)(=[O:48])[CH3:47]. Product: [C:1]([C:3]1[CH:4]=[C:5]([CH:36]=[CH:37][CH:38]=1)[CH2:6][N:7]([CH:8]1[CH2:13][CH2:12][N:11]([CH:14]([CH3:28])[CH2:15][CH2:16][NH:17][C:18](=[O:27])[C:19]2[C:24]([CH3:25])=[CH:23][CH:22]=[CH:21][C:20]=2[CH3:26])[CH2:10][CH2:9]1)[C:29]1[CH:34]=[CH:33][C:32]([O:35][C:46](=[O:48])[CH3:47])=[CH:31][CH:30]=1)#[N:2]. The catalyst class is: 2. (3) Reactant: [CH3:1][C@@H:2]1[CH2:7][N:6]([C:8]2[CH:12]=[CH:11][N:10]([CH3:13])[N:9]=2)[CH2:5][CH2:4][N:3]1C(OC(C)(C)C)=O.C(O)(C(F)(F)F)=O. Product: [CH3:1][C@H:2]1[NH:3][CH2:4][CH2:5][N:6]([C:8]2[CH:12]=[CH:11][N:10]([CH3:13])[N:9]=2)[CH2:7]1. The catalyst class is: 2. (4) The catalyst class is: 8. Product: [C:17]1([C:2]2[C:12]([C:32]3[CH:37]=[CH:36][CH:35]=[CH:34][CH:33]=3)=[CH:11][C:10]3[C:14]4[C:3]=2[C:4](=[O:16])[C:5](=[O:15])[C:6]=4[CH:7]=[CH:8][CH:9]=3)[CH:22]=[CH:21][CH:20]=[CH:19][CH:18]=1. Reactant: Br[C:2]1[C:12](Br)=[CH:11][C:10]2[C:14]3[C:3]=1[C:4](=[O:16])[C:5](=[O:15])[C:6]=3[CH:7]=[CH:8][CH:9]=2.[C:17]1(B(O)O)[CH:22]=[CH:21][CH:20]=[CH:19][CH:18]=1.C(=O)([O-])[O-].[Na+].[Na+].[C:32]1(C)[CH:37]=[CH:36][CH:35]=[CH:34][CH:33]=1. (5) Reactant: [F:1][C:2]1[CH:22]=[C:21]([S:23]([CH3:26])(=[O:25])=[O:24])[CH:20]=[CH:19][C:3]=1[O:4][C:5]1[C:10]([CH3:11])=[C:9]([O:12][CH:13]2[CH2:18][CH2:17][NH:16][CH2:15][CH2:14]2)[N:8]=[CH:7][N:6]=1.[CH3:27][CH:28]([CH3:35])[CH2:29][CH2:30][CH2:31][C:32](O)=[O:33].CN(C(ON1N=NC2C=CC=NC1=2)=[N+](C)C)C.F[P-](F)(F)(F)(F)F.C(N(CC)CC)C. Product: [F:1][C:2]1[CH:22]=[C:21]([S:23]([CH3:26])(=[O:24])=[O:25])[CH:20]=[CH:19][C:3]=1[O:4][C:5]1[N:6]=[CH:7][N:8]=[C:9]([O:12][CH:13]2[CH2:18][CH2:17][N:16]([C:32](=[O:33])[CH2:31][CH2:30][CH2:29][CH:28]([CH3:35])[CH3:27])[CH2:15][CH2:14]2)[C:10]=1[CH3:11]. The catalyst class is: 3. (6) Reactant: [F:1][CH:2]([F:21])[O:3][C:4]1[N:8]([CH3:9])[N:7]=[C:6]([C:10]([F:13])([F:12])[F:11])[C:5]=1[CH2:14][S:15][C:16]1[O:17][CH:18]=[CH:19][N:20]=1.ClC1C=CC=C(C(OO)=[O:30])C=1. Product: [F:21][CH:2]([F:1])[O:3][C:4]1[N:8]([CH3:9])[N:7]=[C:6]([C:10]([F:12])([F:13])[F:11])[C:5]=1[CH2:14][S:15]([C:16]1[O:17][CH:18]=[CH:19][N:20]=1)=[O:30]. The catalyst class is: 4.